From a dataset of Reaction yield outcomes from USPTO patents with 853,638 reactions. Predict the reaction yield, written as a fraction of the theoretical maximum amount of product (1.0 means a 100% yield; for example, 0.34 means a 34% yield). (1) The reactants are [CH3:1][N:2]([CH3:40])[CH2:3][CH:4]([O:7][CH:8]([O:12][C@H:13]1[CH2:37][CH2:36][C@@:35]2([CH3:38])[C:15](=[CH:16][CH2:17][C@@H:18]3[C@@H:34]2[CH2:33][CH2:32][C@@:31]2([CH3:39])[C@H:19]3[CH2:20][CH2:21][C@@H:22]2[C@H:23]([CH3:30])[CH2:24][CH2:25][CH2:26][CH:27]([CH3:29])[CH3:28])[CH2:14]1)[CH2:9][CH2:10][CH3:11])[CH2:5][OH:6].[H-].[Na+].S(O[CH2:48][CH2:49][CH2:50][CH2:51][CH2:52][CH2:53][CH2:54][CH2:55]/[CH:56]=[CH:57]\[CH2:58]/[CH:59]=[CH:60]\[CH2:61][CH2:62][CH2:63][CH2:64][CH3:65])(=O)(=O)C. The catalyst is C1(C)C=CC=CC=1. The product is [CH3:40][N:2]([CH3:1])[CH2:3][CH:4]([O:7][CH:8]([O:12][C@H:13]1[CH2:37][CH2:36][C@@:35]2([CH3:38])[C:15](=[CH:16][CH2:17][C@@H:18]3[C@@H:34]2[CH2:33][CH2:32][C@@:31]2([CH3:39])[C@H:19]3[CH2:20][CH2:21][C@@H:22]2[C@H:23]([CH3:30])[CH2:24][CH2:25][CH2:26][CH:27]([CH3:28])[CH3:29])[CH2:14]1)[CH2:9][CH2:10][CH3:11])[CH2:5][O:6][CH2:48][CH2:49][CH2:50][CH2:51][CH2:52][CH2:53][CH2:54][CH2:55]/[CH:56]=[CH:57]\[CH2:58]/[CH:59]=[CH:60]\[CH2:61][CH2:62][CH2:63][CH2:64][CH3:65]. The yield is 0.810. (2) The reactants are [CH:1]1([NH:4][C:5](=[O:45])[C@@H:6]([OH:44])[C@@H:7]([NH:11][C:12]([C@@H:14]2[CH2:18][C@@H:17]([O:19][C:20]3[C:29]4[C:24](=[CH:25][C:26]([O:30][CH3:31])=[CH:27][CH:28]=4)[N:23]=[C:22]([N:32]4[CH:36]=[CH:35][CH:34]=[N:33]4)[CH:21]=3)[CH2:16][N:15]2C(OC(C)(C)C)=O)=[O:13])[CH2:8][CH2:9][CH3:10])[CH2:3][CH2:2]1.[ClH:46].COC(C)(C)C. The catalyst is CO. The product is [Cl-:46].[CH:1]1([NH:4][C:5](=[O:45])[C@@H:6]([OH:44])[C@@H:7]([NH:11][C:12]([C@@H:14]2[CH2:18][C@@H:17]([O:19][C:20]3[C:29]4[C:24](=[CH:25][C:26]([O:30][CH3:31])=[CH:27][CH:28]=4)[N:23]=[C:22]([N:32]4[CH:36]=[CH:35][CH:34]=[N:33]4)[CH:21]=3)[CH2:16][NH2+:15]2)=[O:13])[CH2:8][CH2:9][CH3:10])[CH2:3][CH2:2]1. The yield is 0.980. (3) The reactants are FC(F)(F)C([O:5][CH2:6][CH:7]([O:16][C:17]([C:19]1([C:22]2[CH:27]=[CH:26][C:25]([C:28]3[CH:33]=[CH:32][C:31]([Cl:34])=[C:30]([Cl:35])[CH:29]=3)=[C:24]([F:36])[CH:23]=2)[CH2:21][CH2:20]1)=[O:18])[CH2:8][O:9]C(=O)C(F)(F)F)=O.N1C=CC=CC=1.CO. The catalyst is CCCCC.C(Cl)Cl. The product is [OH:5][CH2:6][CH:7]([O:16][C:17]([C:19]1([C:22]2[CH:27]=[CH:26][C:25]([C:28]3[CH:33]=[CH:32][C:31]([Cl:34])=[C:30]([Cl:35])[CH:29]=3)=[C:24]([F:36])[CH:23]=2)[CH2:21][CH2:20]1)=[O:18])[CH2:8][OH:9]. The yield is 1.00.